From a dataset of Full USPTO retrosynthesis dataset with 1.9M reactions from patents (1976-2016). Predict the reactants needed to synthesize the given product. (1) Given the product [C:23]([CH2:2][C:3]1[CH:8]=[C:7]([C:9]2[S:13][C:12]([CH2:14][CH3:15])=[N:11][C:10]=2[C:16]2[CH:21]=[CH:20][CH:19]=[C:18]([CH3:22])[CH:17]=2)[CH:6]=[CH:5][N:4]=1)#[N:24], predict the reactants needed to synthesize it. The reactants are: Cl[CH2:2][C:3]1[CH:8]=[C:7]([C:9]2[S:13][C:12]([CH2:14][CH3:15])=[N:11][C:10]=2[C:16]2[CH:21]=[CH:20][CH:19]=[C:18]([CH3:22])[CH:17]=2)[CH:6]=[CH:5][N:4]=1.[C-:23]#[N:24].[K+].C1OCCOCCOCCOCCOCCOC1.C(=O)([O-])[O-].[K+].[K+]. (2) Given the product [Br:22][C:9]1[CH:8]=[CH:7][C:6]([OH:11])=[C:5]([C:1]([CH3:4])([CH3:2])[CH3:3])[CH:10]=1, predict the reactants needed to synthesize it. The reactants are: [C:1]([C:5]1[CH:10]=[CH:9][CH:8]=[CH:7][C:6]=1[OH:11])([CH3:4])([CH3:3])[CH3:2].CS(C)=O.O.C(=O)([O-])O.[Na+].[BrH:22].